From a dataset of Peptide-MHC class II binding affinity with 134,281 pairs from IEDB. Regression. Given a peptide amino acid sequence and an MHC pseudo amino acid sequence, predict their binding affinity value. This is MHC class II binding data. (1) The binding affinity (normalized) is 0.644. The MHC is DRB1_0701 with pseudo-sequence DRB1_0701. The peptide sequence is KLVLNIKYTRPGDSL. (2) The MHC is DRB1_1501 with pseudo-sequence DRB1_1501. The peptide sequence is GTLHDKKSMGDDHFW. The binding affinity (normalized) is 0.226. (3) The peptide sequence is CGSYVTKTSGSAASM. The MHC is DRB3_0101 with pseudo-sequence DRB3_0101. The binding affinity (normalized) is 0.255. (4) The binding affinity (normalized) is 0.309. The MHC is DRB1_0901 with pseudo-sequence DRB1_0901. The peptide sequence is SHNVQGATVAVDCRP.